Task: Predict the reactants needed to synthesize the given product.. Dataset: Full USPTO retrosynthesis dataset with 1.9M reactions from patents (1976-2016) (1) Given the product [Br:1][C:2]1[CH:3]=[C:4]2[C:9](=[CH:10][C:11]=1[Cl:12])[N:8]=[CH:7][N:6]=[C:5]2[Cl:15], predict the reactants needed to synthesize it. The reactants are: [Br:1][C:2]1[CH:3]=[C:4]2[C:9](=[CH:10][C:11]=1[Cl:12])[N:8]=[CH:7][N:6]=[C:5]2O.P(Cl)(Cl)(Cl)(Cl)[Cl:15].O=P(Cl)(Cl)Cl. (2) Given the product [Cl:20][C:18]1[CH:17]=[CH:16][C:15]([N+:21]([O-:23])=[O:22])=[C:14]([NH:12][CH:9]2[CH2:8][CH2:7][N:6]([C:4]([O:3][CH2:1][CH3:2])=[O:5])[CH2:11][CH2:10]2)[CH:19]=1, predict the reactants needed to synthesize it. The reactants are: [CH2:1]([O:3][C:4]([N:6]1[CH2:11][CH2:10][CH:9]([NH2:12])[CH2:8][CH2:7]1)=[O:5])[CH3:2].Cl[C:14]1[CH:19]=[C:18]([Cl:20])[CH:17]=[CH:16][C:15]=1[N+:21]([O-:23])=[O:22].C(=O)([O-])[O-].[Na+].[Na+].